Dataset: Reaction yield outcomes from USPTO patents with 853,638 reactions. Task: Predict the reaction yield, written as a fraction of the theoretical maximum amount of product (1.0 means a 100% yield; for example, 0.34 means a 34% yield). (1) The reactants are [CH3:1][C:2]1[C:20]([CH2:21]CC(O)=O)=[C:19]2[NH:26][C:3]=1[CH:4]=[C:5]1[N:9]=[C:8]([CH:10]=[C:11]3[C:36]([CH3:37])=[C:35]([CH:38]=[CH2:39])[C:13](=[CH:14][C:15]4[C:28]([CH3:29])=[C:27]([CH2:30][CH2:31][C:32]([OH:34])=O)[C:17](=[CH:18]2)[N:16]=4)[NH:12]3)[C:7]([CH:40]=[CH2:41])=[C:6]1[CH3:42].C([N:45](CC)CC)C.F[P-](F)(F)(F)(F)F.N1C2C=[CH:63][CH:64]=[C:65]([O:66][P+](N(C)C)(N(C)C)N(C)C)C=2N=N1.[NH2:77][CH2:78][CH2:79][CH2:80][N:81]1[CH:85]=[CH:84][N:83]=[CH:82]1.CN. The catalyst is O1CCCC1.N1C=CC=CC=1. The product is [CH:40]([C:7]1[C:8]2=[N:9][C:5](=[CH:4][C:3]3[N:26]([CH2:63][CH2:64][C:65]([NH2:45])=[O:66])[C:19]([CH:18]=[C:17]4[N:16]=[C:15]([CH:14]=[C:13]5[NH:12][C:11](=[CH:10]2)[C:36]([CH3:37])=[C:35]5[CH:38]=[CH2:39])[C:28]([CH3:29])=[C:27]4[CH2:30][CH2:31][C:32]([NH:77][CH2:78][CH2:79][CH2:80][N:81]2[CH:85]=[CH:84][N:83]=[CH:82]2)=[O:34])=[C:20]([CH3:21])[C:2]=3[CH3:1])[C:6]=1[CH3:42])=[CH2:41]. The yield is 0.190. (2) The reactants are [Br:1][C:2]1[C:3]([CH3:9])=[N:4][C:5](F)=[CH:6][CH:7]=1.[CH3:10][N:11]1[CH2:16][CH2:15][NH:14][CH2:13][CH2:12]1.CCN(CC)CC. The catalyst is CCO. The product is [Br:1][C:2]1[CH:7]=[CH:6][C:5]([N:14]2[CH2:15][CH2:16][N:11]([CH3:10])[CH2:12][CH2:13]2)=[N:4][C:3]=1[CH3:9]. The yield is 0.537. (3) The reactants are Br[CH2:2][CH2:3][CH2:4][CH2:5][CH2:6][N:7]1[C:15]([O:16][CH3:17])=[N:14][C:13]2[C:8]1=[N:9][C:10]([O:19][CH2:20][CH2:21][CH2:22][CH3:23])=[N:11][C:12]=2[NH2:18].[CH2:24]([O:28][C:29]([CH2:31][C:32]1[CH:33]=[C:34]([N:38]2[CH2:43][CH2:42][NH:41][CH2:40][CH2:39]2)[CH:35]=[CH:36][CH:37]=1)=[O:30])[CH2:25][CH2:26][CH3:27]. No catalyst specified. The product is [CH2:20]([O:19][C:10]1[N:9]=[C:8]2[C:13]([N:14]=[C:15]([O:16][CH3:17])[N:7]2[CH2:6][CH2:5][CH2:4][CH2:3][CH2:2][N:41]2[CH2:40][CH2:39][N:38]([C:34]3[CH:35]=[CH:36][CH:37]=[C:32]([CH2:31][C:29]([O:28][CH2:24][CH2:25][CH2:26][CH3:27])=[O:30])[CH:33]=3)[CH2:43][CH2:42]2)=[C:12]([NH2:18])[N:11]=1)[CH2:21][CH2:22][CH3:23]. The yield is 0.710.